This data is from NCI-60 drug combinations with 297,098 pairs across 59 cell lines. The task is: Regression. Given two drug SMILES strings and cell line genomic features, predict the synergy score measuring deviation from expected non-interaction effect. (1) Drug 1: C1CN1C2=NC(=NC(=N2)N3CC3)N4CC4. Drug 2: C1CC(=O)NC(=O)C1N2C(=O)C3=CC=CC=C3C2=O. Cell line: RPMI-8226. Synergy scores: CSS=36.5, Synergy_ZIP=1.90, Synergy_Bliss=2.23, Synergy_Loewe=-23.2, Synergy_HSA=-0.179. (2) Drug 1: C1=C(C(=O)NC(=O)N1)F. Drug 2: CCC1(CC2CC(C3=C(CCN(C2)C1)C4=CC=CC=C4N3)(C5=C(C=C6C(=C5)C78CCN9C7C(C=CC9)(C(C(C8N6C=O)(C(=O)OC)O)OC(=O)C)CC)OC)C(=O)OC)O.OS(=O)(=O)O. Cell line: DU-145. Synergy scores: CSS=23.3, Synergy_ZIP=-0.846, Synergy_Bliss=-1.86, Synergy_Loewe=-1.49, Synergy_HSA=-1.36.